From a dataset of hERG potassium channel inhibition data for cardiac toxicity prediction from Karim et al.. Regression/Classification. Given a drug SMILES string, predict its toxicity properties. Task type varies by dataset: regression for continuous values (e.g., LD50, hERG inhibition percentage) or binary classification for toxic/non-toxic outcomes (e.g., AMES mutagenicity, cardiotoxicity, hepatotoxicity). Dataset: herg_karim. The molecule is Cc1nc2ccccc2n1C1CC2CCC(C1)N2CCC1(c2cccc(F)c2)CCN(C(=O)c2cc(S(N)(=O)=O)c(F)cc2Cl)CC1. The result is 0 (non-blocker).